This data is from Peptide-MHC class I binding affinity with 185,985 pairs from IEDB/IMGT. The task is: Regression. Given a peptide amino acid sequence and an MHC pseudo amino acid sequence, predict their binding affinity value. This is MHC class I binding data. (1) The MHC is H-2-Dd with pseudo-sequence H-2-Dd. The binding affinity (normalized) is 0. The peptide sequence is SVLTSRGGI. (2) The peptide sequence is HLVVETGTAE. The MHC is Mamu-A2201 with pseudo-sequence Mamu-A2201. The binding affinity (normalized) is 0. (3) The MHC is Patr-A0301 with pseudo-sequence Patr-A0301. The binding affinity (normalized) is 0.393. The peptide sequence is GCAANWILR. (4) The binding affinity (normalized) is 1.00. The peptide sequence is SLYPPCLFK. The MHC is HLA-A11:01 with pseudo-sequence HLA-A11:01. (5) The peptide sequence is PSKENRLSI. The binding affinity (normalized) is 0.197. The MHC is H-2-Kb with pseudo-sequence H-2-Kb. (6) The peptide sequence is TTILGLLPM. The MHC is HLA-B08:01 with pseudo-sequence HLA-B08:01. The binding affinity (normalized) is 0.0847.